Predict the product of the given reaction. From a dataset of Forward reaction prediction with 1.9M reactions from USPTO patents (1976-2016). (1) Given the reactants [CH3:1][O:2][C:3]1[CH:4]=[C:5]([CH:23]=[CH:24][C:25]=1[O:26][CH3:27])[CH2:6][CH:7]1[C:16]2[C:11](=[CH:12][C:13]([O:21][CH3:22])=[C:14]([O:17][CH:18]([CH3:20])[CH3:19])[CH:15]=2)[CH2:10][CH2:9][NH:8]1.Br[CH2:29][C:30](Br)=[O:31].[NH2:33][CH:34]1[C:42]2[C:37](=[CH:38][C:39]([Br:43])=[CH:40][CH:41]=2)[CH2:36][CH2:35]1, predict the reaction product. The product is: [CH3:1][O:2][C:3]1[CH:4]=[C:5]([CH:23]=[CH:24][C:25]=1[O:26][CH3:27])[CH2:6][CH:7]1[C:16]2[C:11](=[CH:12][C:13]([O:21][CH3:22])=[C:14]([O:17][CH:18]([CH3:20])[CH3:19])[CH:15]=2)[CH2:10][CH2:9][N:8]1[CH2:29][C:30]([NH:33][CH:34]1[C:42]2[C:37](=[CH:38][C:39]([Br:43])=[CH:40][CH:41]=2)[CH2:36][CH2:35]1)=[O:31]. (2) Given the reactants [CH2:1](I)[CH3:2].C([O-])([O-])=O.[Cs+].[Cs+].[Br:10][C:11]1[C:12]([C:24]([OH:26])=[O:25])=[C:13]([C:16](=[O:23])[C:17]2[CH:22]=[CH:21][N:20]=[CH:19][CH:18]=2)[S:14][CH:15]=1, predict the reaction product. The product is: [Br:10][C:11]1[C:12]([C:24]([O:26][CH2:1][CH3:2])=[O:25])=[C:13]([C:16](=[O:23])[C:17]2[CH:18]=[CH:19][N:20]=[CH:21][CH:22]=2)[S:14][CH:15]=1. (3) The product is: [CH3:20][N:21]1[CH2:26][CH2:25][N:24]([C:15]([C:14]2[CH:13]=[CH:12][C:11]([C:9]([O:8][CH3:7])=[O:10])=[CH:19][CH:18]=2)=[O:17])[CH2:23][CH2:22]1. Given the reactants C(Cl)(=O)C(Cl)=O.[CH3:7][O:8][C:9]([C:11]1[CH:19]=[CH:18][C:14]([C:15]([OH:17])=O)=[CH:13][CH:12]=1)=[O:10].[CH3:20][N:21]1[CH2:26][CH2:25][NH:24][CH2:23][CH2:22]1.N1C=CC=CC=1, predict the reaction product. (4) Given the reactants [OH:1][C@H:2]([C:23]1[CH:28]=[CH:27][CH:26]=[CH:25][CH:24]=1)[CH2:3][CH2:4][N:5]1[CH2:10][CH2:9][CH:8]([C:11]2[CH:12]=[C:13]([NH:17][C:18](=[O:22])[CH:19]([CH3:21])[CH3:20])[CH:14]=[CH:15][CH:16]=2)[CH2:7][CH2:6]1.[N+:29]([C:32]1[CH:33]=[C:34](O)[CH:35]=[CH:36][CH:37]=1)([O-:31])=[O:30].C1(P(C2C=CC=CC=2)C2C=CC=CC=2)C=CC=CC=1.N(C(OCC)=O)=NC(OCC)=O.N, predict the reaction product. The product is: [CH3:20][CH:19]([CH3:21])[C:18]([NH:17][C:13]1[CH:14]=[CH:15][CH:16]=[C:11]([CH:8]2[CH2:9][CH2:10][N:5]([CH2:4][CH2:3][C@@H:2]([O:1][C:36]3[CH:35]=[CH:34][CH:33]=[C:32]([N+:29]([O-:31])=[O:30])[CH:37]=3)[C:23]3[CH:24]=[CH:25][CH:26]=[CH:27][CH:28]=3)[CH2:6][CH2:7]2)[CH:12]=1)=[O:22]. (5) Given the reactants [CH:1]([N:14]1[CH2:19][CH2:18][N:17]([C:20](=[O:34])[CH2:21][C:22]2[C:31](I)=[CH:30][C:25]([C:26]([O:28][CH3:29])=[O:27])=[C:24]([F:33])[CH:23]=2)[CH2:16][CH2:15]1)([C:8]1[CH:13]=[CH:12][CH:11]=[CH:10][CH:9]=1)[C:2]1[CH:7]=[CH:6][CH:5]=[CH:4][CH:3]=1.[CH:35]1(B(O)O)[CH2:37][CH2:36]1.P([O-])([O-])([O-])=O.[K+].[K+].[K+].F[B-](F)(F)F.C1(P(C2CCCCC2)C2CCCCC2)CCCCC1, predict the reaction product. The product is: [CH:1]([N:14]1[CH2:19][CH2:18][N:17]([C:20](=[O:34])[CH2:21][C:22]2[C:31]([CH:35]3[CH2:37][CH2:36]3)=[CH:30][C:25]([C:26]([O:28][CH3:29])=[O:27])=[C:24]([F:33])[CH:23]=2)[CH2:16][CH2:15]1)([C:8]1[CH:13]=[CH:12][CH:11]=[CH:10][CH:9]=1)[C:2]1[CH:7]=[CH:6][CH:5]=[CH:4][CH:3]=1. (6) The product is: [CH3:1][N:2]1[CH:6]=[C:5]([N:7]=[N:8][CH:13]([C:14](=[O:15])[CH3:16])[C:12]([O:18][C:19]([CH3:22])([CH3:21])[CH3:20])=[O:17])[CH:4]=[N:3]1. Given the reactants [CH3:1][N:2]1[CH:6]=[C:5]([NH2:7])[CH:4]=[N:3]1.[N:8]([O-])=O.[Na+].[C:12]([O:18][C:19]([CH3:22])([CH3:21])[CH3:20])(=[O:17])[CH2:13][C:14]([CH3:16])=[O:15].C([O-])(=O)C.[Na+].C([O-])(O)=O.[Na+], predict the reaction product. (7) The product is: [Cl:1][C:2]1[CH:7]=[C:6]([S:8][C:9]([F:10])([F:12])[F:11])[CH:5]=[CH:4][C:3]=1[N:13]([CH3:27])[C:14]([N:16]([C:17](=[O:26])[C:18]1[C:19]([F:25])=[CH:20][CH:21]=[CH:22][C:23]=1[F:24])[CH3:30])=[O:15]. Given the reactants [Cl:1][C:2]1[CH:7]=[C:6]([S:8][C:9]([F:12])([F:11])[F:10])[CH:5]=[CH:4][C:3]=1[N:13]([CH3:27])[C:14]([NH:16][C:17](=[O:26])[C:18]1[C:23]([F:24])=[CH:22][CH:21]=[CH:20][C:19]=1[F:25])=[O:15].[H-].[Na+].[CH3:30]I.[Cl-].[NH4+], predict the reaction product. (8) Given the reactants [C:1]1([C:31]2[CH:36]=[CH:35][CH:34]=[CH:33][CH:32]=2)[CH:6]=[CH:5][C:4]([O:7][CH:8]2[CH2:12][CH2:11][N:10]([C:13]3[CH:18]=[CH:17][C:16]([O:19]COCC[Si](C)(C)C)=[C:15]([O:28][CH3:29])[CH:14]=3)[C:9]2=[O:30])=[CH:3][CH:2]=1.Cl.C(OCC)C, predict the reaction product. The product is: [C:1]1([C:31]2[CH:36]=[CH:35][CH:34]=[CH:33][CH:32]=2)[CH:2]=[CH:3][C:4]([O:7][CH:8]2[CH2:12][CH2:11][N:10]([C:13]3[CH:18]=[CH:17][C:16]([OH:19])=[C:15]([O:28][CH3:29])[CH:14]=3)[C:9]2=[O:30])=[CH:5][CH:6]=1. (9) Given the reactants [CH2:1]([O:3][C:4]([C:6]1[CH:7]=[N:8][N:9]([C:11]2[N:16]=[CH:15][C:14]([C:17]([O:19]C(C)(C)C)=[O:18])=[CH:13][CH:12]=2)[CH:10]=1)=[O:5])[CH3:2].FC(F)(F)C(O)=O, predict the reaction product. The product is: [CH2:1]([O:3][C:4]([C:6]1[CH:7]=[N:8][N:9]([C:11]2[N:16]=[CH:15][C:14]([C:17]([OH:19])=[O:18])=[CH:13][CH:12]=2)[CH:10]=1)=[O:5])[CH3:2]. (10) Given the reactants C1(C2C=CC=CC=2)C=CC=CC=1.C1(OC2C=CC=CC=2)C=CC=CC=1.[CH3:26][O:27][C:28]1[CH:51]=[CH:50][C:31]([CH2:32][N:33]2[C:37]([NH:38][CH:39]=[C:40]3[C:45](=[O:46])OC(C)(C)OC3=O)=[CH:36][CH:35]=[N:34]2)=[CH:30][CH:29]=1, predict the reaction product. The product is: [CH3:26][O:27][C:28]1[CH:29]=[CH:30][C:31]([CH2:32][N:33]2[C:37]3[N:38]=[CH:39][CH:40]=[C:45]([OH:46])[C:36]=3[CH:35]=[N:34]2)=[CH:50][CH:51]=1.